Task: Regression. Given a peptide amino acid sequence and an MHC pseudo amino acid sequence, predict their binding affinity value. This is MHC class I binding data.. Dataset: Peptide-MHC class I binding affinity with 185,985 pairs from IEDB/IMGT (1) The peptide sequence is LPTNAVVKM. The MHC is HLA-B51:01 with pseudo-sequence HLA-B51:01. The binding affinity (normalized) is 0.520. (2) The peptide sequence is ATAAATEAY. The MHC is HLA-A02:16 with pseudo-sequence HLA-A02:16. The binding affinity (normalized) is 0.0847. (3) The peptide sequence is MMHASTSPF. The MHC is HLA-C04:01 with pseudo-sequence HLA-C04:01. The binding affinity (normalized) is 0.0847. (4) The peptide sequence is LEREQIPTLI. The MHC is HLA-B40:01 with pseudo-sequence HLA-B40:01. The binding affinity (normalized) is 0.268. (5) The peptide sequence is KLNWASQIY. The MHC is HLA-B53:01 with pseudo-sequence HLA-B53:01. The binding affinity (normalized) is 0. (6) The binding affinity (normalized) is 0.529. The MHC is HLA-A02:01 with pseudo-sequence HLA-A02:01. The peptide sequence is LLYFILFFV. (7) The peptide sequence is FLGSHSEPL. The MHC is HLA-B46:01 with pseudo-sequence HLA-B46:01. The binding affinity (normalized) is 0.0847. (8) The peptide sequence is ILGTVSWNL. The MHC is HLA-A02:01 with pseudo-sequence HLA-A02:01. The binding affinity (normalized) is 0.450. (9) The peptide sequence is RSLFNTVATLY. The MHC is HLA-B44:02 with pseudo-sequence HLA-B44:02. The binding affinity (normalized) is 0. (10) The peptide sequence is LLQEMVEYV. The MHC is HLA-A02:02 with pseudo-sequence HLA-A02:02. The binding affinity (normalized) is 0.758.